Dataset: Catalyst prediction with 721,799 reactions and 888 catalyst types from USPTO. Task: Predict which catalyst facilitates the given reaction. (1) Reactant: S(O[CH:12]1[CH2:17][CH2:16][N:15]([C:18]([O:20][C:21]([CH3:24])([CH3:23])[CH3:22])=[O:19])[CH2:14][CH2:13]1)(C1C=CC(C)=CC=1)(=O)=O.C1CCN2C(=NCCC2)CC1.C(Cl)Cl. Product: [N:15]1([C:18]([O:20][C:21]([CH3:24])([CH3:23])[CH3:22])=[O:19])[CH2:16][CH2:17][CH:12]=[CH:13][CH2:14]1. The catalyst class is: 3. (2) Reactant: C(OC([NH:8][C:9]1[S:13][C:12]([C:14]2[C:19]([F:20])=[CH:18][CH:17]=[CH:16][C:15]=2[F:21])=[N:11][C:10]=1[C:22]([NH:24][C:25]1[CH:26]=[N:27][N:28]([CH3:44])[C:29]=1[N:30]1[CH2:35][CH2:34][N:33](C(OC(C)(C)C)=O)[C@H:32]([CH3:43])[CH2:31]1)=[O:23])=O)(C)(C)C.N. The catalyst class is: 137. Product: [NH2:8][C:9]1[S:13][C:12]([C:14]2[C:15]([F:21])=[CH:16][CH:17]=[CH:18][C:19]=2[F:20])=[N:11][C:10]=1[C:22]([NH:24][C:25]1[CH:26]=[N:27][N:28]([CH3:44])[C:29]=1[N:30]1[CH2:35][CH2:34][NH:33][C@H:32]([CH3:43])[CH2:31]1)=[O:23]. (3) Reactant: Cl[C:2](Cl)([O:4]C(=O)OC(Cl)(Cl)Cl)Cl.C(N(CC)CC)C.[NH2:20][C:21]1[N:25]=[C:24]([N:26]2[CH2:31][CH2:30][CH2:29][CH:28]([NH:32][C:33]([O:35][C:36]([CH3:39])([CH3:38])[CH3:37])=[O:34])[CH2:27]2)[N:23]([CH2:40][C:41]#[C:42][CH3:43])[C:22]=1[C:44](OCC)=[O:45].[C:49]1([CH2:59][NH2:60])[C:58]2[C:53](=[CH:54][CH:55]=[CH:56][CH:57]=2)[CH:52]=[CH:51][CH:50]=1. Product: [C:49]1([CH2:59][N:60]2[C:44](=[O:45])[C:22]3[N:23]([CH2:40][C:41]#[C:42][CH3:43])[C:24]([N:26]4[CH2:31][CH2:30][CH2:29][CH:28]([NH:32][C:33]([O:35][C:36]([CH3:39])([CH3:37])[CH3:38])=[O:34])[CH2:27]4)=[N:25][C:21]=3[NH:20][C:2]2=[O:4])[C:58]2[C:53](=[CH:54][CH:55]=[CH:56][CH:57]=2)[CH:52]=[CH:51][CH:50]=1. The catalyst class is: 57. (4) Reactant: C([O:3][CH2:4][CH2:5][O:6][NH:7][C:8]([C:10]1[S:18][C:17]2[CH:16]=[CH:15][N:14]=[CH:13][C:12]=2[C:11]=1[NH:19][C:20]1[CH:25]=[CH:24][C:23]([S:26][CH3:27])=[CH:22][C:21]=1[F:28])=[O:9])=C.Cl. Product: [OH:3][CH2:4][CH2:5][O:6][NH:7][C:8]([C:10]1[S:18][C:17]2[CH:16]=[CH:15][N:14]=[CH:13][C:12]=2[C:11]=1[NH:19][C:20]1[CH:25]=[CH:24][C:23]([S:26][CH3:27])=[CH:22][C:21]=1[F:28])=[O:9]. The catalyst class is: 5. (5) Reactant: C(N(CC)C(C)C)(C)C.[O:10]1[C:18]2[CH:17]=[CH:16][N:15]=[CH:14][C:13]=2[C:12](=[O:19])[CH2:11]1.[F:20][C:21]([F:34])([F:33])[S:22](O[S:22]([C:21]([F:34])([F:33])[F:20])(=[O:24])=[O:23])(=[O:24])=[O:23]. Product: [F:20][C:21]([F:34])([F:33])[S:22]([O:19][C:12]1[C:13]2[CH:14]=[N:15][CH:16]=[CH:17][C:18]=2[O:10][CH:11]=1)(=[O:24])=[O:23]. The catalyst class is: 2. (6) Reactant: [ClH:1].Cl[C:3]1[CH:8]=[CH:7][C:6]([NH:9]N)=[CH:5][CH:4]=1.Br[CH2:12][CH2:13][N:14]1[CH2:19][CH2:18][O:17][CH2:16][CH2:15]1.C(N(CC)CC)C.Cl.[CH3:28][N:29]1[CH2:34][CH2:33][C:32](=O)[CH2:31][CH2:30]1. Product: [Cl:1][CH:30]1[C:31]2[C:7]3[CH:8]=[CH:3][CH:4]=[CH:5][C:6]=3[N:9]([CH2:12][CH2:13][N:14]3[CH2:19][CH2:18][O:17][CH2:16][CH2:15]3)[C:32]=2[CH2:33][CH2:34][N:29]1[CH3:28]. The catalyst class is: 8.